Dataset: Catalyst prediction with 721,799 reactions and 888 catalyst types from USPTO. Task: Predict which catalyst facilitates the given reaction. (1) Reactant: [Br:1][C:2]1[CH:7]=[C:6]([CH3:8])[C:5]([CH3:9])=[CH:4][C:3]=1[CH3:10].[Cl-].[Al+3].[Cl-].[Cl-].[CH3:15][O:16]C(Cl)Cl.O. Product: [Br:1][C:2]1[C:3]([CH3:10])=[C:4]([C:5]([CH3:9])=[C:6]([CH3:8])[CH:7]=1)[CH:15]=[O:16]. The catalyst class is: 2. (2) Reactant: [Cl:1][C:2]1[CH:35]=[CH:34][CH:33]=[CH:32][C:3]=1[CH2:4][N:5]1[C:13]2[C:12](=[O:14])[N:11]([CH3:15])[C:10](=[O:16])[N:9]([CH3:17])[C:8]=2[CH:7]=[C:6]1[N:18]1[CH2:23][CH2:22][CH2:21][C@@H:20]([NH:24][C:25](=[O:31])[O:26][C:27]([CH3:30])([CH3:29])[CH3:28])[CH2:19]1.[Cl:36]N1C(=O)CCC1=O.S([O-])(O)(=O)=O.[K+]. Product: [Cl:36][C:7]1[C:8]2[N:9]([CH3:17])[C:10](=[O:16])[N:11]([CH3:15])[C:12](=[O:14])[C:13]=2[N:5]([CH2:4][C:3]2[CH:32]=[CH:33][CH:34]=[CH:35][C:2]=2[Cl:1])[C:6]=1[N:18]1[CH2:23][CH2:22][CH2:21][C@@H:20]([NH:24][C:25](=[O:31])[O:26][C:27]([CH3:29])([CH3:30])[CH3:28])[CH2:19]1. The catalyst class is: 9. (3) Reactant: C([CH:3]([CH:7]1[C:15]2[C:10](=[CH:11][CH:12]=[C:13]([F:16])[CH:14]=2)[N:9]([C:17]([O:19][C:20]([CH3:23])([CH3:22])[CH3:21])=[O:18])[CH2:8]1)[C:4]([OH:6])=[O:5])C. Product: [C:20]([O:19][C:17]([N:9]1[C:10]2[C:15](=[CH:14][C:13]([F:16])=[CH:12][CH:11]=2)[CH:7]([CH2:3][C:4]([OH:6])=[O:5])[CH2:8]1)=[O:18])([CH3:23])([CH3:21])[CH3:22]. The catalyst class is: 5.